This data is from Forward reaction prediction with 1.9M reactions from USPTO patents (1976-2016). The task is: Predict the product of the given reaction. (1) Given the reactants [C:1]1([CH2:7][CH2:8][CH2:9][CH:10]([CH2:16][C:17]2[CH:22]=[CH:21][C:20]([O:23][CH2:24][CH2:25][NH:26][C:27](=[O:40])[C:28]3[CH:33]=[CH:32][C:31]([C:34]4[CH:39]=[CH:38][CH:37]=[CH:36][N:35]=4)=[CH:30][CH:29]=3)=[CH:19][CH:18]=2)[C:11]([O:13]CC)=[O:12])[CH:6]=[CH:5][CH:4]=[CH:3][CH:2]=1.[OH-].[Na+], predict the reaction product. The product is: [C:1]1([CH2:7][CH2:8][CH2:9][CH:10]([CH2:16][C:17]2[CH:22]=[CH:21][C:20]([O:23][CH2:24][CH2:25][NH:26][C:27](=[O:40])[C:28]3[CH:29]=[CH:30][C:31]([C:34]4[CH:39]=[CH:38][CH:37]=[CH:36][N:35]=4)=[CH:32][CH:33]=3)=[CH:19][CH:18]=2)[C:11]([OH:13])=[O:12])[CH:6]=[CH:5][CH:4]=[CH:3][CH:2]=1. (2) Given the reactants C[O:2][C:3](=[O:30])[C:4]1[CH:9]=[CH:8][C:7]([O:10][CH2:11][CH:12]([C:18]2[CH:27]=[C:26]3[C:21]([C:22]([CH3:29])([CH3:28])[CH2:23][CH2:24][S:25]3)=[CH:20][CH:19]=2)[CH2:13][CH2:14][CH2:15][CH2:16][CH3:17])=[CH:6][CH:5]=1.[OH-].[K+].C1COCC1.Cl, predict the reaction product. The product is: [CH3:28][C:22]1([CH3:29])[C:21]2[C:26](=[CH:27][C:18]([CH:12]([CH2:13][CH2:14][CH2:15][CH2:16][CH3:17])[CH2:11][O:10][C:7]3[CH:6]=[CH:5][C:4]([C:3]([OH:30])=[O:2])=[CH:9][CH:8]=3)=[CH:19][CH:20]=2)[S:25][CH2:24][CH2:23]1. (3) Given the reactants [OH:1]O.[Cl:3][C:4]1[N:9]=[C:8]2[NH:10][N:11]=[C:12]([S:13][CH3:14])[C:7]2=[C:6]([NH:15][CH:16]2[CH2:18][CH2:17]2)[N:5]=1.O, predict the reaction product. The product is: [Cl:3][C:4]1[N:9]=[C:8]2[NH:10][N:11]=[C:12]([S:13]([CH3:14])=[O:1])[C:7]2=[C:6]([NH:15][CH:16]2[CH2:17][CH2:18]2)[N:5]=1. (4) The product is: [NH2:19][C:10]1[C:9]2[N:8]=[CH:7][N:6]([CH2:5][CH2:4][CH2:3][CH2:2][NH:1][C:31](=[O:32])[C:30]3[CH:29]=[CH:28][C:27]([O:20][C:21]4[CH:26]=[CH:25][CH:24]=[CH:23][CH:22]=4)=[CH:35][CH:34]=3)[C:18]=2[C:17]2[CH:16]=[CH:15][CH:14]=[CH:13][C:12]=2[N:11]=1. Given the reactants [NH2:1][CH2:2][CH2:3][CH2:4][CH2:5][N:6]1[C:18]2[C:17]3[CH:16]=[CH:15][CH:14]=[CH:13][C:12]=3[N:11]=[C:10]([NH2:19])[C:9]=2[N:8]=[CH:7]1.[O:20]([C:27]1[CH:35]=[CH:34][C:30]([C:31](Cl)=[O:32])=[CH:29][CH:28]=1)[C:21]1[CH:26]=[CH:25][CH:24]=[CH:23][CH:22]=1, predict the reaction product. (5) Given the reactants [NH2:1][C:2]1[CH:17]=[CH:16][CH:15]=[CH:14][C:3]=1[CH2:4][N:5]1[CH2:10][C:9]([CH3:12])([CH3:11])[CH2:8][O:7][C:6]1=[S:13].C(N(CC)CC)C.[F:25][C:26]([F:39])([F:38])[S:27](O[S:27]([C:26]([F:39])([F:38])[F:25])(=[O:29])=[O:28])(=[O:29])=[O:28].Cl, predict the reaction product. The product is: [CH3:11][C:9]1([CH3:12])[CH2:8][O:7][C:6](=[S:13])[N:5]([CH2:4][C:3]2[CH:14]=[CH:15][CH:16]=[CH:17][C:2]=2[NH:1][S:27]([C:26]([F:39])([F:38])[F:25])(=[O:29])=[O:28])[CH2:10]1.